This data is from Reaction yield outcomes from USPTO patents with 853,638 reactions. The task is: Predict the reaction yield, written as a fraction of the theoretical maximum amount of product (1.0 means a 100% yield; for example, 0.34 means a 34% yield). (1) The reactants are [NH2:1][C:2]1[C:7]([C:8]([OH:10])=O)=[C:6]([NH:11][C@@H:12]([C:15]2[N:24]([C:25]3[CH:30]=[CH:29][CH:28]=[CH:27][CH:26]=3)[C:23](=[O:31])[C:22]3[C:17](=[CH:18][CH:19]=[CH:20][C:21]=3[Cl:32])[N:16]=2)[CH2:13][CH3:14])[N:5]=[CH:4][N:3]=1.[C:33]([NH:36][NH2:37])(=[O:35])[CH3:34].CCN=C=NCCCN(C)C.C1C=NC2N(O)N=NC=2C=1. The catalyst is C(Cl)Cl. The product is [C:33]([NH:36][NH:37][C:8]([C:7]1[C:2]([NH2:1])=[N:3][CH:4]=[N:5][C:6]=1[NH:11][C@H:12]([C:15]1[N:24]([C:25]2[CH:26]=[CH:27][CH:28]=[CH:29][CH:30]=2)[C:23](=[O:31])[C:22]2[C:17](=[CH:18][CH:19]=[CH:20][C:21]=2[Cl:32])[N:16]=1)[CH2:13][CH3:14])=[O:10])(=[O:35])[CH3:34]. The yield is 0.310. (2) The reactants are CCN(C(C)C)C(C)C.[Cl:10][C:11]1[N:16]=[CH:15][N:14]=[C:13]([S:17][CH2:18][C:19]([O:21][CH3:22])=[O:20])[C:12]=1[CH:23]=O. The catalyst is C1(O)CCCCC1. The product is [Cl:10][C:11]1[C:12]2[CH:23]=[C:18]([C:19]([O:21][CH3:22])=[O:20])[S:17][C:13]=2[N:14]=[CH:15][N:16]=1. The yield is 0.530. (3) The reactants are [CH2:1]([C:3]([OH:8])([CH2:6][CH3:7])[C:4]#[CH:5])[CH3:2].Br[C:10]1[CH:15]=[CH:14][C:13]([C:16]([C:21]2[CH:26]=[C:25]([CH3:27])[C:24]([OH:28])=[C:23]([CH3:29])[CH:22]=2)([CH2:19][CH3:20])[CH2:17][CH3:18])=[CH:12][C:11]=1[CH3:30].C(=O)(O)[O-].[Na+]. The catalyst is C(N(CC)CC)C.C1C=CC(P(C2C=CC=CC=2)[C-]2C=CC=C2)=CC=1.C1C=CC(P(C2C=CC=CC=2)[C-]2C=CC=C2)=CC=1.Cl[Pd]Cl.[Fe+2].[Cu]I. The product is [CH2:17]([C:16]([C:21]1[CH:22]=[C:23]([CH3:29])[C:24]([OH:28])=[C:25]([CH3:27])[CH:26]=1)([C:13]1[CH:14]=[CH:15][C:10]([C:5]#[C:4][C:3]([CH2:6][CH3:7])([OH:8])[CH2:1][CH3:2])=[C:11]([CH3:30])[CH:12]=1)[CH2:19][CH3:20])[CH3:18]. The yield is 0.970. (4) The reactants are [S:1]1[CH:5]=[CH:4][CH:3]=[C:2]1[C:6](Cl)=[O:7].[F:9][C:10]1[CH:11]=[C:12]2[C:17](=[CH:18][CH:19]=1)[N:16]([CH3:20])[C:15](=[O:21])[C:14]([C:22]#[N:23])=[C:13]2[N:24]1[CH2:29][CH2:28][NH:27][CH2:26][CH2:25]1. The catalyst is N1C=CC=CC=1. The product is [F:9][C:10]1[CH:11]=[C:12]2[C:17](=[CH:18][CH:19]=1)[N:16]([CH3:20])[C:15](=[O:21])[C:14]([C:22]#[N:23])=[C:13]2[N:24]1[CH2:25][CH2:26][N:27]([C:6]([C:2]2[S:1][CH:5]=[CH:4][CH:3]=2)=[O:7])[CH2:28][CH2:29]1. The yield is 0.980. (5) The yield is 0.400. The catalyst is C(O)C.O1CCCC1. The reactants are [CH3:1][C:2]1[C:7]([CH:8]([CH2:13][CH2:14][CH3:15])[C:9]([O:11]C)=[O:10])=[C:6]([C:16]2[CH:21]=[CH:20][CH:19]=[CH:18][CH:17]=2)[N:5]=[C:4](/[CH:22]=[CH:23]/[C:24]2[CH:29]=[CH:28][CH:27]=[CH:26][CH:25]=2)[N:3]=1.[OH-].[Na+]. The product is [CH3:1][C:2]1[C:7]([CH:8]([CH2:13][CH2:14][CH3:15])[C:9]([OH:11])=[O:10])=[C:6]([C:16]2[CH:17]=[CH:18][CH:19]=[CH:20][CH:21]=2)[N:5]=[C:4](/[CH:22]=[CH:23]/[C:24]2[CH:29]=[CH:28][CH:27]=[CH:26][CH:25]=2)[N:3]=1. (6) The reactants are II.Br[CH2:4][CH2:5][CH2:6][O:7][CH3:8].Br[C:10]1[CH:15]=[C:14]([CH:16]([O:19][CH3:20])[O:17][CH3:18])[C:13]([Cl:21])=[CH:12][N:11]=1.CCOC(C)=O. The catalyst is C1COCC1.Cl[Ni]1(Cl)[P](C2C=CC=CC=2)(C2C=CC=CC=2)CCC[P]1(C1C=CC=CC=1)C1C=CC=CC=1. The product is [Cl:21][C:13]1[C:14]([CH:16]([O:19][CH3:20])[O:17][CH3:18])=[CH:15][C:10]([CH2:4][CH2:5][CH2:6][O:7][CH3:8])=[N:11][CH:12]=1. The yield is 0.620. (7) The reactants are [Cl:1][C:2]1[CH:7]=[CH:6][CH:5]=[CH:4][C:3]=1[CH2:8][CH2:9][N:10]1[CH:14]=[C:13]([C:15]2[CH:20]=[C:19]([C:21]#[N:22])[CH:18]=[CH:17][N:16]=2)[N:12]=[CH:11]1.C1C(=O)N([Br:30])C(=O)C1. The catalyst is C(Cl)Cl. The product is [Br:30][C:14]1[N:10]([CH2:9][CH2:8][C:3]2[CH:4]=[CH:5][CH:6]=[CH:7][C:2]=2[Cl:1])[CH:11]=[N:12][C:13]=1[C:15]1[CH:20]=[C:19]([C:21]#[N:22])[CH:18]=[CH:17][N:16]=1. The yield is 0.950.